From a dataset of Catalyst prediction with 721,799 reactions and 888 catalyst types from USPTO. Predict which catalyst facilitates the given reaction. (1) Reactant: C(Cl)(=O)C(Cl)=O.CS(C)=O.[OH:11][CH:12]([C:14]1([CH2:27][CH2:28][O:29][Si:30]([C:33]([CH3:36])([CH3:35])[CH3:34])([CH3:32])[CH3:31])[CH2:19][CH2:18][N:17]([C:20]([O:22][C:23]([CH3:26])([CH3:25])[CH3:24])=[O:21])[CH2:16][CH2:15]1)[CH3:13].C(N(CC)CC)C. Product: [C:12]([C:14]1([CH2:27][CH2:28][O:29][Si:30]([C:33]([CH3:36])([CH3:35])[CH3:34])([CH3:32])[CH3:31])[CH2:19][CH2:18][N:17]([C:20]([O:22][C:23]([CH3:25])([CH3:26])[CH3:24])=[O:21])[CH2:16][CH2:15]1)(=[O:11])[CH3:13]. The catalyst class is: 34. (2) Reactant: [Cl-].[NH4+:2].[Cl:3][C:4]1[N:9]=[C:8]([C:10](=[NH:13])OC)[CH:7]=[CH:6][CH:5]=1. Product: [Cl:3][C:4]1[N:9]=[C:8]([C:10](=[NH:13])[NH2:2])[CH:7]=[CH:6][CH:5]=1. The catalyst class is: 5. (3) Reactant: [CH2:1]([O:8][C:9]1[CH:44]=[CH:43][C:12]([C:13]([O:15][C:16]2[CH:21]=[CH:20][C:19]([CH2:22][N:23]([CH2:35][C:36]([O:38][C:39]([CH3:42])([CH3:41])[CH3:40])=[O:37])[C:24](=[O:34])[C:25]3[CH:30]=[CH:29][C:28]([N+:31]([O-])=O)=[CH:27][CH:26]=3)=[CH:18][CH:17]=2)=[O:14])=[CH:11][CH:10]=1)[CH2:2][CH2:3][CH2:4][CH2:5][CH2:6][CH3:7]. Product: [CH2:1]([O:8][C:9]1[CH:44]=[CH:43][C:12]([C:13]([O:15][C:16]2[CH:21]=[CH:20][C:19]([CH2:22][N:23]([CH2:35][C:36]([O:38][C:39]([CH3:42])([CH3:41])[CH3:40])=[O:37])[C:24](=[O:34])[C:25]3[CH:26]=[CH:27][C:28]([NH2:31])=[CH:29][CH:30]=3)=[CH:18][CH:17]=2)=[O:14])=[CH:11][CH:10]=1)[CH2:2][CH2:3][CH2:4][CH2:5][CH2:6][CH3:7]. The catalyst class is: 123. (4) Product: [C@@:14]12([OH:23])[N:21]([CH3:22])[C@@H:18]([CH2:19][CH2:20]1)[CH2:17][CH:16]=[CH:15]2.[F:11][C:25]1([C:38]([O-:40])=[O:39])[C:37]2[CH:36]=[CH:35][CH:34]=[CH:33][C:32]=2[C:31]2[C:26]1=[CH:27][CH:28]=[CH:29][CH:30]=2. The catalyst class is: 4. Reactant: COCCN(S(F)(F)[F:11])CCOC.[C@@:14]12([OH:23])[N:21]([CH3:22])[C@@H:18]([CH2:19][CH2:20]1)[CH2:17][CH:16]=[CH:15]2.O[C:25]1([C:38]([O-:40])=[O:39])[C:37]2[CH:36]=[CH:35][CH:34]=[CH:33][C:32]=2[C:31]2[C:26]1=[CH:27][CH:28]=[CH:29][CH:30]=2.O.C([O-])(O)=O.[Na+]. (5) Reactant: C([O:3][C:4](=O)[CH:5]=[C:6]([C:13]1[S:14][CH:15]=[CH:16][C:17]=1[CH3:18])[C:7]1[S:8][CH:9]=[CH:10][C:11]=1[CH3:12])C.CC(C[AlH]CC(C)C)C.[Cl-].[NH4+].C(Cl)Cl. Product: [CH3:12][C:11]1[CH:10]=[CH:9][S:8][C:7]=1[C:6]([C:13]1[S:14][CH:15]=[CH:16][C:17]=1[CH3:18])=[CH:5][CH2:4][OH:3]. The catalyst class is: 1. (6) Reactant: Cl.[CH2:2]([NH:9][CH:10]1[CH2:14][CH2:13][CH2:12][CH2:11]1)[C:3]1[CH:8]=CC=CC=1.C(N(C(C)C)CC)(C)C.BrCCC1[O:31][CH2:30][CH2:29][O:28]1.CC1CC=CCC=1. Product: [O:28]1[CH2:29][CH2:30][O:31][CH:8]1[CH2:3][CH2:2][NH:9][CH:10]1[CH2:11][CH2:12][CH2:13][CH2:14]1. The catalyst class is: 291.